Dataset: NCI-60 drug combinations with 297,098 pairs across 59 cell lines. Task: Regression. Given two drug SMILES strings and cell line genomic features, predict the synergy score measuring deviation from expected non-interaction effect. (1) Drug 1: C1=CC(=CC=C1C#N)C(C2=CC=C(C=C2)C#N)N3C=NC=N3. Drug 2: C1C(C(OC1N2C=NC(=NC2=O)N)CO)O. Cell line: SK-MEL-28. Synergy scores: CSS=-1.06, Synergy_ZIP=-0.221, Synergy_Bliss=-3.75, Synergy_Loewe=-6.58, Synergy_HSA=-6.11. (2) Drug 1: C1CCN(CC1)CCOC2=CC=C(C=C2)C(=O)C3=C(SC4=C3C=CC(=C4)O)C5=CC=C(C=C5)O. Drug 2: CC(C)NC(=O)C1=CC=C(C=C1)CNNC.Cl. Cell line: IGROV1. Synergy scores: CSS=-4.11, Synergy_ZIP=2.38, Synergy_Bliss=0.00348, Synergy_Loewe=-4.44, Synergy_HSA=-5.25. (3) Drug 1: CC1=C(C(=CC=C1)Cl)NC(=O)C2=CN=C(S2)NC3=CC(=NC(=N3)C)N4CCN(CC4)CCO. Drug 2: C#CCC(CC1=CN=C2C(=N1)C(=NC(=N2)N)N)C3=CC=C(C=C3)C(=O)NC(CCC(=O)O)C(=O)O. Cell line: OVCAR-4. Synergy scores: CSS=60.4, Synergy_ZIP=2.12, Synergy_Bliss=0.853, Synergy_Loewe=-17.1, Synergy_HSA=1.42. (4) Drug 1: CC1=CC=C(C=C1)C2=CC(=NN2C3=CC=C(C=C3)S(=O)(=O)N)C(F)(F)F. Drug 2: C1=NNC2=C1C(=O)NC=N2. Cell line: ACHN. Synergy scores: CSS=-5.49, Synergy_ZIP=3.18, Synergy_Bliss=2.95, Synergy_Loewe=-3.48, Synergy_HSA=-2.63. (5) Drug 1: CN1CCC(CC1)COC2=C(C=C3C(=C2)N=CN=C3NC4=C(C=C(C=C4)Br)F)OC. Drug 2: CC1=C(C=C(C=C1)NC(=O)C2=CC=C(C=C2)CN3CCN(CC3)C)NC4=NC=CC(=N4)C5=CN=CC=C5. Cell line: SK-MEL-5. Synergy scores: CSS=-2.35, Synergy_ZIP=0.190, Synergy_Bliss=-5.27, Synergy_Loewe=-11.4, Synergy_HSA=-10.2.